Dataset: Forward reaction prediction with 1.9M reactions from USPTO patents (1976-2016). Task: Predict the product of the given reaction. (1) Given the reactants [CH3:1][N:2]1[C:11]2[C:6](=[CH:7][C:8]([C:12]3[CH:13]=[C:14]([C:18]4(C(O)=O)[CH2:20][CH2:19]4)[CH:15]=[N:16][CH:17]=3)=[CH:9][CH:10]=2)[CH2:5][CH2:4][C:3]1=[O:24].C1(P([N:39]=[N+]=[N-])(C2C=CC=CC=2)=O)C=CC=CC=1.C1COCC1, predict the reaction product. The product is: [NH2:39][C:18]1([C:14]2[CH:13]=[C:12]([C:8]3[CH:7]=[C:6]4[C:11](=[CH:10][CH:9]=3)[N:2]([CH3:1])[C:3](=[O:24])[CH2:4][CH2:5]4)[CH:17]=[N:16][CH:15]=2)[CH2:20][CH2:19]1. (2) Given the reactants [C:1]1(C=O)[C:14]2[C:5](=[CH:6][C:7]3[C:12]([CH:13]=2)=[CH:11][CH:10]=[CH:9][CH:8]=3)[CH:4]=[CH:3][CH:2]=1.[NH2:17][CH2:18][CH2:19][CH2:20][CH2:21][CH2:22][OH:23].[BH4-].[Na+].[CH2:26](O)C, predict the reaction product. The product is: [OH:23][CH2:22][CH2:21][CH2:20][CH2:19][CH2:18][NH:17][CH2:26][C:6]1[C:5]2[C:14]([CH:13]=[C:12]3[C:7]=1[CH:8]=[CH:9][CH:10]=[CH:11]3)=[CH:1][CH:2]=[CH:3][CH:4]=2. (3) Given the reactants Br[C:2]1[CH:7]=[CH:6][CH:5]=[C:4]([Br:8])[CH:3]=1.[CH:9]12[O:16][CH:13]([CH2:14][CH2:15]1)[CH2:12][NH:11][CH2:10]2.C1C=CC(P(C2C(C3C(P(C4C=CC=CC=4)C4C=CC=CC=4)=CC=C4C=3C=CC=C4)=C3C(C=CC=C3)=CC=2)C2C=CC=CC=2)=CC=1.CC([O-])(C)C.[Na+], predict the reaction product. The product is: [Br:8][C:4]1[CH:3]=[C:2]([N:11]2[CH2:10][CH:9]3[O:16][CH:13]([CH2:14][CH2:15]3)[CH2:12]2)[CH:7]=[CH:6][CH:5]=1. (4) The product is: [CH2:1]([O:3][C:4](=[O:18])[CH:5]([O:15][CH2:16][CH3:17])[CH2:6][C:7]1[CH:12]=[CH:11][C:10]([O:13][CH2:33][C:29]2[S:28][C:27]([C:21]3[CH:22]=[CH:23][C:24]([Cl:26])=[CH:25][C:20]=3[Cl:19])=[N:31][C:30]=2[CH3:32])=[CH:9][C:8]=1[CH3:14])[CH3:2]. Given the reactants [CH2:1]([O:3][C:4](=[O:18])[CH:5]([O:15][CH2:16][CH3:17])[CH2:6][C:7]1[CH:12]=[CH:11][C:10]([OH:13])=[CH:9][C:8]=1[CH3:14])[CH3:2].[Cl:19][C:20]1[CH:25]=[C:24]([Cl:26])[CH:23]=[CH:22][C:21]=1[C:27]1[S:28][C:29]([CH2:33]OC)=[C:30]([CH3:32])[N:31]=1.ClC1C=C(Cl)C=CC=1C(N)=S.ClC(C(C)=O)C(OCC)=O.C(P(CCCC)CCCC)CCC.CN(C)C(N=NC(N(C)C)=O)=O, predict the reaction product. (5) Given the reactants [N:1]1[CH:6]=[CH:5][CH:4]=[CH:3][C:2]=1[C:7]1[N:11]=[C:10]([C:12]2[CH:17]=[C:16]([OH:18])[CH:15]=[C:14]([C:19]#[N:20])[CH:13]=2)[O:9][N:8]=1.C(=O)([O-])[O-].[K+].[K+].Br[CH2:28][CH:29]1[CH2:31][CH2:30]1, predict the reaction product. The product is: [N:1]1[CH:6]=[CH:5][CH:4]=[CH:3][C:2]=1[C:7]1[N:11]=[C:10]([C:12]2[CH:17]=[C:16]([O:18][CH2:28][CH:29]3[CH2:31][CH2:30]3)[CH:15]=[C:14]([C:19]#[N:20])[CH:13]=2)[O:9][N:8]=1. (6) Given the reactants [Cl:1][C:2]1[CH:8]=[CH:7][C:5]([NH2:6])=[CH:4][C:3]=1[C:9]([F:12])([F:11])[F:10].[CH2:13]([O:15][C:16]1[C:21](=[O:22])[NH:20][CH:19]=[C:18]([C:23]2[CH:28]=[CH:27][C:26]([CH2:29][C:30](O)=[O:31])=[C:25]([F:33])[CH:24]=2)[CH:17]=1)[CH3:14].C1C=CC2N(O)N=NC=2C=1.C(Cl)CCl.CCN(CC)CC, predict the reaction product. The product is: [Cl:1][C:2]1[CH:8]=[CH:7][C:5]([NH:6][C:30](=[O:31])[CH2:29][C:26]2[CH:27]=[CH:28][C:23]([C:18]3[CH:17]=[C:16]([O:15][CH2:13][CH3:14])[C:21](=[O:22])[NH:20][CH:19]=3)=[CH:24][C:25]=2[F:33])=[CH:4][C:3]=1[C:9]([F:10])([F:11])[F:12]. (7) Given the reactants [OH:1][C:2]1([CH2:12][NH:13][C:14]([C:16]2[C:17]3[CH:18]=[CH:19][C:20](Cl)=[N:21][C:22]=3[CH:23]=[CH:24][C:25]=2[Cl:26])=[O:15])[CH2:7][CH2:6][CH2:5][CH:4]([C:8]([F:11])([F:10])[F:9])[CH2:3]1.CCN(C(C)C)C(C)C.[CH3:37][N:38]([CH3:44])[C@H:39]1[CH2:43][CH2:42][NH:41][CH2:40]1, predict the reaction product. The product is: [OH:1][C:2]1([CH2:12][NH:13][C:14]([C:16]2[C:17]3[CH:18]=[CH:19][C:20]([N:41]4[CH2:42][CH2:43][C@H:39]([N:38]([CH3:44])[CH3:37])[CH2:40]4)=[N:21][C:22]=3[CH:23]=[CH:24][C:25]=2[Cl:26])=[O:15])[CH2:7][CH2:6][CH2:5][CH:4]([C:8]([F:9])([F:10])[F:11])[CH2:3]1.